From a dataset of NCI-60 drug combinations with 297,098 pairs across 59 cell lines. Regression. Given two drug SMILES strings and cell line genomic features, predict the synergy score measuring deviation from expected non-interaction effect. (1) Drug 1: CC1=C2C(C(=O)C3(C(CC4C(C3C(C(C2(C)C)(CC1OC(=O)C(C(C5=CC=CC=C5)NC(=O)C6=CC=CC=C6)O)O)OC(=O)C7=CC=CC=C7)(CO4)OC(=O)C)O)C)OC(=O)C. Drug 2: CS(=O)(=O)CCNCC1=CC=C(O1)C2=CC3=C(C=C2)N=CN=C3NC4=CC(=C(C=C4)OCC5=CC(=CC=C5)F)Cl. Cell line: CAKI-1. Synergy scores: CSS=51.9, Synergy_ZIP=8.45, Synergy_Bliss=6.83, Synergy_Loewe=-3.67, Synergy_HSA=3.66. (2) Drug 1: CC(C1=C(C=CC(=C1Cl)F)Cl)OC2=C(N=CC(=C2)C3=CN(N=C3)C4CCNCC4)N. Drug 2: C1=NNC2=C1C(=O)NC=N2. Cell line: SNB-19. Synergy scores: CSS=7.07, Synergy_ZIP=-1.97, Synergy_Bliss=-0.743, Synergy_Loewe=-0.370, Synergy_HSA=-0.343. (3) Drug 2: COCCOC1=C(C=C2C(=C1)C(=NC=N2)NC3=CC=CC(=C3)C#C)OCCOC.Cl. Cell line: NCI-H460. Drug 1: CC1C(C(CC(O1)OC2CC(CC3=C2C(=C4C(=C3O)C(=O)C5=C(C4=O)C(=CC=C5)OC)O)(C(=O)C)O)N)O.Cl. Synergy scores: CSS=6.58, Synergy_ZIP=4.16, Synergy_Bliss=5.61, Synergy_Loewe=-34.3, Synergy_HSA=5.51. (4) Drug 2: C1CCC(CC1)NC(=O)N(CCCl)N=O. Drug 1: C1CN1C2=NC(=NC(=N2)N3CC3)N4CC4. Cell line: A498. Synergy scores: CSS=21.5, Synergy_ZIP=-7.31, Synergy_Bliss=-1.92, Synergy_Loewe=-33.7, Synergy_HSA=0.341. (5) Drug 1: CC1C(C(CC(O1)OC2CC(OC(C2O)C)OC3=CC4=CC5=C(C(=O)C(C(C5)C(C(=O)C(C(C)O)O)OC)OC6CC(C(C(O6)C)O)OC7CC(C(C(O7)C)O)OC8CC(C(C(O8)C)O)(C)O)C(=C4C(=C3C)O)O)O)O. Drug 2: CC12CCC3C(C1CCC2O)C(CC4=C3C=CC(=C4)O)CCCCCCCCCS(=O)CCCC(C(F)(F)F)(F)F. Cell line: PC-3. Synergy scores: CSS=48.2, Synergy_ZIP=0.479, Synergy_Bliss=0.310, Synergy_Loewe=-32.3, Synergy_HSA=1.61. (6) Drug 1: C1=CC=C(C(=C1)C(C2=CC=C(C=C2)Cl)C(Cl)Cl)Cl. Drug 2: CN(CCCl)CCCl.Cl. Cell line: K-562. Synergy scores: CSS=33.3, Synergy_ZIP=-10.2, Synergy_Bliss=-4.55, Synergy_Loewe=-33.4, Synergy_HSA=-1.54.